Dataset: Full USPTO retrosynthesis dataset with 1.9M reactions from patents (1976-2016). Task: Predict the reactants needed to synthesize the given product. (1) Given the product [Cl:1][C:2]1[CH:7]=[C:6]([Cl:8])[C:5]([O:9][CH3:10])=[CH:4][C:3]=1[NH:11][C:12]1[C:17]([C:18]#[N:19])=[CH:16][N:15]=[C:14]2[CH:20]=[C:21]([C:25]#[C:24][C:26]3[CH:31]=[CH:30][C:29]([O:32][CH3:33])=[CH:28][CH:27]=3)[S:22][C:13]=12, predict the reactants needed to synthesize it. The reactants are: [Cl:1][C:2]1[CH:7]=[C:6]([Cl:8])[C:5]([O:9][CH3:10])=[CH:4][C:3]=1[NH:11][C:12]1[C:17]([C:18]#[N:19])=[CH:16][N:15]=[C:14]2[CH:20]=[C:21](I)[S:22][C:13]=12.[C:24]([C:26]1[CH:31]=[CH:30][C:29]([O:32][CH3:33])=[CH:28][CH:27]=1)#[CH:25].CO. (2) Given the product [CH3:1][O:2][C:3]1[CH:8]=[C:7]([O:9][CH3:10])[CH:6]=[CH:5][C:4]=1[C:11]1[C:19]2[C:14](=[C:15]([F:20])[CH:16]=[CH:17][CH:18]=2)[N:13]([CH2:24][CH:25]([CH3:27])[CH3:26])[N:12]=1, predict the reactants needed to synthesize it. The reactants are: [CH3:1][O:2][C:3]1[CH:8]=[C:7]([O:9][CH3:10])[CH:6]=[CH:5][C:4]=1[C:11]1[C:19]2[C:14](=[C:15]([F:20])[CH:16]=[CH:17][CH:18]=2)[NH:13][N:12]=1.[H-].[Na+].I[CH2:24][CH:25]([CH3:27])[CH3:26]. (3) Given the product [CH2:1]([O:3][C:4](=[O:19])[CH:5]([OH:27])[CH2:6][C:7]([C:10]1[CH:15]=[CH:14][C:13]([Cl:16])=[C:12]([O:17][CH3:18])[CH:11]=1)([CH3:8])[CH3:9])[CH3:2], predict the reactants needed to synthesize it. The reactants are: [CH2:1]([O:3][C:4](=[O:19])[CH2:5][CH2:6][C:7]([C:10]1[CH:15]=[CH:14][C:13]([Cl:16])=[C:12]([O:17][CH3:18])[CH:11]=1)([CH3:9])[CH3:8])[CH3:2].C1(S(N2C(C3C=CC=CC=3)O2)(=O)=[O:27])C=CC=CC=1.[Cl-].[NH4+]. (4) Given the product [OH:1][C@:2]([C:25]1[O:26][C:27]([CH3:30])=[N:28][N:29]=1)([CH3:24])[C:3]#[C:4][C:5]1[CH:6]=[C:7]([N:11]2[C:19]3[C:14](=[CH:15][CH:16]=[CH:17][CH:18]=3)[C:13]([C:20]([NH2:31])=[O:22])=[N:12]2)[CH:8]=[CH:9][CH:10]=1, predict the reactants needed to synthesize it. The reactants are: [OH:1][C@:2]([C:25]1[O:26][C:27]([CH3:30])=[N:28][N:29]=1)([CH3:24])[C:3]#[C:4][C:5]1[CH:6]=[C:7]([N:11]2[C:19]3[C:14](=[CH:15][CH:16]=[CH:17][CH:18]=3)[C:13]([C:20]([O:22]C)=O)=[N:12]2)[CH:8]=[CH:9][CH:10]=1.[NH3:31]. (5) Given the product [Cl:19][C:20]1[CH:27]=[C:26]([Cl:28])[CH:25]=[CH:24][C:21]=1[CH2:22][N:5]1[C:6]2[C:11](=[CH:10][CH:9]=[C:8]([C:14]([O:16][CH3:17])=[O:15])[CH:7]=2)[C:12](=[O:13])[N:3]([CH2:1][CH3:2])[C:4]1=[O:18], predict the reactants needed to synthesize it. The reactants are: [CH2:1]([N:3]1[C:12](=[O:13])[C:11]2[C:6](=[CH:7][C:8]([C:14]([O:16][CH3:17])=[O:15])=[CH:9][CH:10]=2)[NH:5][C:4]1=[O:18])[CH3:2].[Cl:19][C:20]1[CH:27]=[C:26]([Cl:28])[CH:25]=[CH:24][C:21]=1[CH2:22]Cl.[I-].[K+].C(=O)([O-])[O-].[K+].[K+].